This data is from Catalyst prediction with 721,799 reactions and 888 catalyst types from USPTO. The task is: Predict which catalyst facilitates the given reaction. (1) Reactant: [CH3:1][CH2:2][O:3][C:4]([C:6]1[NH:10][C:9]([C:11]([O:13][C:14]([CH3:17])([CH3:16])[CH3:15])=[O:12])=[CH:8][N:7]=1)=[O:5].C(=O)([O-])[O-].[K+].[K+].Br[CH2:25][C:26]1[CH:30]=[C:29]([C:31]2[S:32][C:33]([Cl:36])=[CH:34][CH:35]=2)[O:28][N:27]=1. Product: [CH3:1][CH2:2][O:3][C:4]([C:6]1[N:10]([CH2:25][C:26]2[CH:30]=[C:29]([C:31]3[S:32][C:33]([Cl:36])=[CH:34][CH:35]=3)[O:28][N:27]=2)[C:9]([C:11]([O:13][C:14]([CH3:16])([CH3:15])[CH3:17])=[O:12])=[CH:8][N:7]=1)=[O:5]. The catalyst class is: 3. (2) Reactant: [NH2:1][CH2:2][CH2:3][NH:4][C:5]1[N:13]=[C:12]([Cl:14])[N:11]=[C:10]2[C:6]=1[N:7]=[CH:8][N:9]2[CH:15]1[CH2:19][CH2:18][CH2:17][CH2:16]1.C(Cl)Cl.C(N(CC)CC)C.[CH3:30][O:31][C:32]1[CH:33]=[C:34]([CH:38]=[CH:39][C:40]=1[O:41][CH3:42])[C:35](Cl)=[O:36]. Product: [Cl:14][C:12]1[N:11]=[C:10]2[C:6]([N:7]=[CH:8][N:9]2[CH:15]2[CH2:19][CH2:18][CH2:17][CH2:16]2)=[C:5]([NH:4][CH2:3][CH2:2][NH:1][C:35](=[O:36])[C:34]2[CH:38]=[CH:39][C:40]([O:41][CH3:42])=[C:32]([O:31][CH3:30])[CH:33]=2)[N:13]=1. The catalyst class is: 6. (3) Reactant: [Cl:1][C:2]1[N:11]=[CH:10][C:9]2[NH:8][C:7](=[O:12])[CH:6]([CH3:13])[N:5]([CH2:14][CH2:15][CH:16]([CH3:18])[CH3:17])[C:4]=2[N:3]=1.C(N(CC)CC)C.[C:26]1(B(O)O)[CH:31]=[CH:30][CH:29]=[CH:28][CH:27]=1. Product: [Cl:1][C:2]1[N:11]=[CH:10][C:9]2[N:8]([C:26]3[CH:31]=[CH:30][CH:29]=[CH:28][CH:27]=3)[C:7](=[O:12])[CH:6]([CH3:13])[N:5]([CH2:14][CH2:15][CH:16]([CH3:18])[CH3:17])[C:4]=2[N:3]=1. The catalyst class is: 4. (4) Reactant: [NH2:1][C@@H:2]([C@@H:5]([CH3:8])[CH2:6][CH3:7])[CH2:3][OH:4]. Product: [CH:5]([CH:2]1[NH:1][C:3](=[O:4])[CH:2]([CH:5]([CH2:6][CH3:7])[CH3:8])[NH:1][C:3]1=[O:4])([CH2:6][CH3:7])[CH3:8]. The catalyst class is: 12.